The task is: Predict the reaction yield, written as a fraction of the theoretical maximum amount of product (1.0 means a 100% yield; for example, 0.34 means a 34% yield).. This data is from Reaction yield outcomes from USPTO patents with 853,638 reactions. The reactants are [C:1]([C:3]1[CH:4]=[CH:5][C:6]([NH:12][CH:13]2[CH2:16][N:15]([C:17]([O:19][C:20]([CH3:23])([CH3:22])[CH3:21])=[O:18])[CH2:14]2)=[C:7]2[C:11]=1[NH:10][CH:9]=[CH:8]2)#[N:2].[O:24](C(OC(C)(C)C)=O)[C:25]([O:27][C:28]([CH3:31])([CH3:30])[CH3:29])=O. The catalyst is CC#N.CN(C1C=CN=CC=1)C.O. The product is [C:20]([O:19][C:17]([N:15]1[CH2:14][CH:13]([NH:12][C:6]2[CH:5]=[CH:4][C:3]([C:1]#[N:2])=[C:11]3[C:7]=2[CH:8]=[CH:9][N:10]3[C:25]([O:27][C:28]([CH3:31])([CH3:30])[CH3:29])=[O:24])[CH2:16]1)=[O:18])([CH3:23])([CH3:22])[CH3:21]. The yield is 0.583.